From a dataset of Forward reaction prediction with 1.9M reactions from USPTO patents (1976-2016). Predict the product of the given reaction. (1) Given the reactants C([O:4][CH2:5][CH2:6][CH2:7][CH2:8][CH2:9][CH:10]1[CH2:15][CH2:14][CH2:13][NH:12][CH2:11]1)(=O)C.[OH-].[K+].Cl[C:19]([O:21][CH2:22][C:23]1[CH:28]=[CH:27][CH:26]=[CH:25][CH:24]=1)=[O:20], predict the reaction product. The product is: [OH:4][CH2:5][CH2:6][CH2:7][CH2:8][CH2:9][CH:10]1[CH2:15][CH2:14][CH2:13][N:12]([C:19]([O:21][CH2:22][C:23]2[CH:28]=[CH:27][CH:26]=[CH:25][CH:24]=2)=[O:20])[CH2:11]1. (2) Given the reactants [ClH:1].[O:2]=[C:3]1[N:7]([CH:8]2[CH2:13][CH2:12][N:11]([CH:14]3[CH2:19][CH2:18][N:17](C(OC(C)(C)C)=O)[CH2:16][CH2:15]3)[CH2:10][CH2:9]2)[C@H:6]2[CH2:27][CH2:28][CH2:29][CH2:30][C@H:5]2[NH:4]1, predict the reaction product. The product is: [ClH:1].[N:11]1([CH:14]2[CH2:19][CH2:18][NH:17][CH2:16][CH2:15]2)[CH2:10][CH2:9][CH:8]([N:7]2[C@H:6]3[CH2:27][CH2:28][CH2:29][CH2:30][C@H:5]3[NH:4][C:3]2=[O:2])[CH2:13][CH2:12]1.